This data is from Full USPTO retrosynthesis dataset with 1.9M reactions from patents (1976-2016). The task is: Predict the reactants needed to synthesize the given product. (1) Given the product [F:23][C:24]1[C:33]2[C:28](=[CH:29][CH:30]=[CH:31][CH:32]=2)[C:27]([C:34]([NH:1][CH:2]([CH2:12][C:13]2[CH:14]=[CH:15][C:16]([C:19]([F:22])([F:20])[F:21])=[CH:17][CH:18]=2)[CH:3]([C:5]2[CH:10]=[CH:9][CH:8]=[C:7]([F:11])[CH:6]=2)[OH:4])=[O:35])=[CH:26][CH:25]=1, predict the reactants needed to synthesize it. The reactants are: [NH2:1][CH:2]([CH2:12][C:13]1[CH:18]=[CH:17][C:16]([C:19]([F:22])([F:21])[F:20])=[CH:15][CH:14]=1)[CH:3]([C:5]1[CH:10]=[CH:9][CH:8]=[C:7]([F:11])[CH:6]=1)[OH:4].[F:23][C:24]1[C:33]2[C:28](=[CH:29][CH:30]=[CH:31][CH:32]=2)[C:27]([C:34](O)=[O:35])=[CH:26][CH:25]=1.Cl.C(N=C=NCCCN(C)C)C.ON1C2C=CC=CC=2N=N1. (2) Given the product [Br:1][C:2]1[CH:3]=[C:4]2[C:9](=[CH:10][CH:11]=1)[N:8]([C:14](=[O:15])[CH2:13][Cl:12])[CH2:7][CH2:6][CH2:5]2, predict the reactants needed to synthesize it. The reactants are: [Br:1][C:2]1[CH:3]=[C:4]2[C:9](=[CH:10][CH:11]=1)[NH:8][CH2:7][CH2:6][CH2:5]2.[Cl:12][CH2:13][C:14](Cl)=[O:15].C(=O)(O)[O-].[Na+]. (3) The reactants are: [H-].[Al+3].[Li+].[H-].[H-].[H-].C([O:10][C:11]1[CH:12]=[C:13]([CH:21]=[CH:22][CH:23]=1)[O:14][CH2:15][C:16](OCC)=[O:17])(=O)C. Given the product [OH:17][CH2:16][CH2:15][O:14][C:13]1[CH:12]=[C:11]([OH:10])[CH:23]=[CH:22][CH:21]=1, predict the reactants needed to synthesize it. (4) Given the product [Br:1][C:23]1[CH:24]=[C:19]([C:17]2[O:18][C:14]3[CH:13]=[CH:12][CH:11]=[C:10]([F:9])[C:15]=3[N:16]=2)[C:20]([NH2:25])=[N:21][CH:22]=1, predict the reactants needed to synthesize it. The reactants are: [Br:1]N1C(=O)CCC1=O.[F:9][C:10]1[C:15]2[N:16]=[C:17]([C:19]3[C:20]([NH2:25])=[N:21][CH:22]=[CH:23][CH:24]=3)[O:18][C:14]=2[CH:13]=[CH:12][CH:11]=1. (5) Given the product [C:1]1([CH2:7][C:8]([N:13]=[C:12]=[S:11])=[O:9])[CH:6]=[CH:5][CH:4]=[CH:3][CH:2]=1, predict the reactants needed to synthesize it. The reactants are: [C:1]1([CH2:7][C:8](Cl)=[O:9])[CH:6]=[CH:5][CH:4]=[CH:3][CH:2]=1.[S-:11][C:12]#[N:13].[K+].C(#N)C.C(=O)([O-])O.[Na+]. (6) The reactants are: [Br:1][C:2]1[CH:7]=[CH:6][C:5]([N+:8]([O-:10])=[O:9])=[CH:4][C:3]=1[CH2:11][OH:12].[CH3:13][S:14](Cl)(=[O:16])=[O:15].C(N(CC)CC)C. Given the product [CH3:13][S:14]([O:12][CH2:11][C:3]1[CH:4]=[C:5]([N+:8]([O-:10])=[O:9])[CH:6]=[CH:7][C:2]=1[Br:1])(=[O:16])=[O:15], predict the reactants needed to synthesize it. (7) Given the product [C:18]([C:22]1[CH:26]=[C:25]([NH:27][C:2]2[N:10]=[C:9]([CH3:11])[CH:8]=[CH:7][C:3]=2[C:4]([OH:6])=[O:5])[N:24]([C:28]2[CH:33]=[CH:32][CH:31]=[CH:30][C:29]=2[CH3:34])[N:23]=1)([CH3:21])([CH3:20])[CH3:19], predict the reactants needed to synthesize it. The reactants are: Cl[C:2]1[N:10]=[C:9]([CH3:11])[CH:8]=[CH:7][C:3]=1[C:4]([OH:6])=[O:5].C(=O)([O-])[O-].[K+].[K+].[C:18]([C:22]1[CH:26]=[C:25]([NH2:27])[N:24]([C:28]2[CH:33]=[CH:32][CH:31]=[CH:30][C:29]=2[CH3:34])[N:23]=1)([CH3:21])([CH3:20])[CH3:19]. (8) Given the product [CH2:57]([S:60]([OH:63])(=[O:62])=[O:61])[CH2:58][CH3:59].[C:1]([O:4][CH2:5][CH2:6][O:7][C:8]1[C:9]([F:56])=[C:10]([C@@H:16]([NH:39][C:40]2[CH:41]=[CH:42][C:43]([C:46]([NH2:55])=[N:47][C:48]([O:50][CH2:51][C:52]([CH3:54])=[CH2:53])=[O:49])=[CH:44][CH:45]=2)[C:17]2[N:18]=[C:19]([O:28][CH2:29][O:30][C:31](=[O:38])[C:32]([CH3:37])([CH3:36])[CH2:33][O:34][CH3:35])[N:20]([C:22]3[N:27]=[CH:26][CH:25]=[CH:24][N:23]=3)[N:21]=2)[CH:11]=[C:12]([O:14][CH3:15])[CH:13]=1)(=[O:3])[CH3:2], predict the reactants needed to synthesize it. The reactants are: [C:1]([O:4][CH2:5][CH2:6][O:7][C:8]1[C:9]([F:56])=[C:10]([C@@H:16]([NH:39][C:40]2[CH:45]=[CH:44][C:43]([C:46]([NH2:55])=[N:47][C:48]([O:50][CH2:51][C:52]([CH3:54])=[CH2:53])=[O:49])=[CH:42][CH:41]=2)[C:17]2[N:18]=[C:19]([O:28][CH2:29][O:30][C:31](=[O:38])[C:32]([CH3:37])([CH3:36])[CH2:33][O:34][CH3:35])[N:20]([C:22]3[N:27]=[CH:26][CH:25]=[CH:24][N:23]=3)[N:21]=2)[CH:11]=[C:12]([O:14][CH3:15])[CH:13]=1)(=[O:3])[CH3:2].[CH2:57]([S:60]([OH:63])(=[O:62])=[O:61])[CH2:58][CH3:59]. (9) The reactants are: [OH-].[K+].[NH2:3][C:4]1[S:5][C:6]2[CH:12]=[C:11]([OH:13])[CH:10]=[CH:9][C:7]=2[N:8]=1.[Cl:14][C:15]1[CH:20]=[CH:19][CH:18]=[C:17]([F:21])[C:16]=1[CH2:22]Cl.O. Given the product [Cl:14][C:15]1[CH:20]=[CH:19][CH:18]=[C:17]([F:21])[C:16]=1[CH2:22][O:13][C:11]1[CH:10]=[CH:9][C:7]2[N:8]=[C:4]([NH2:3])[S:5][C:6]=2[CH:12]=1, predict the reactants needed to synthesize it.